Dataset: Reaction yield outcomes from USPTO patents with 853,638 reactions. Task: Predict the reaction yield, written as a fraction of the theoretical maximum amount of product (1.0 means a 100% yield; for example, 0.34 means a 34% yield). (1) The reactants are [Cl:1][C:2]1[N:7]=[CH:6][C:5]([C:8]2(O)[CH2:12][CH2:11][CH2:10][CH2:9]2)=[CH:4][CH:3]=1.S(=O)(=O)(O)O.[OH-].[Na+]. The product is [Cl:1][C:2]1[CH:3]=[CH:4][C:5]([C:8]2[CH2:12][CH2:11][CH2:10][CH:9]=2)=[CH:6][N:7]=1. The yield is 0.880. The catalyst is C(O)(=O)C. (2) The reactants are Br[C:2]1[CH:29]=[C:28]([F:30])[CH:27]=[CH:26][C:3]=1[O:4][CH2:5][C:6]([N:8]([CH:23]([CH3:25])[CH3:24])[NH:9][C:10](=[O:22])[C:11]1[CH:16]=[CH:15][C:14]([O:17][CH2:18][CH2:19][O:20][CH3:21])=[CH:13][CH:12]=1)=[O:7].C([O-])([O-])=O.[Na+].[Na+].[F:37][C:38]([F:50])([F:49])[O:39][C:40]1[CH:45]=[CH:44][CH:43]=[CH:42][C:41]=1B(O)O. The catalyst is COCCOC. The product is [F:30][C:28]1[CH:27]=[CH:26][C:3]([O:4][CH2:5][C:6]([N:8]([CH:23]([CH3:25])[CH3:24])[NH:9][C:10](=[O:22])[C:11]2[CH:16]=[CH:15][C:14]([O:17][CH2:18][CH2:19][O:20][CH3:21])=[CH:13][CH:12]=2)=[O:7])=[C:2]([C:41]2[CH:42]=[CH:43][CH:44]=[CH:45][C:40]=2[O:39][C:38]([F:37])([F:50])[F:49])[CH:29]=1. The yield is 0.550. (3) The product is [N:29]([C@H:19]1[C@@H:18]([CH2:32][O:33][CH2:34][C:35]2[CH:40]=[CH:39][CH:38]=[CH:37][CH:36]=2)[O:17][CH:12]([OH:13])[C@H:11]([OH:10])[C@H:20]1[O:21][CH2:22][C:23]1[CH:28]=[CH:27][CH:26]=[CH:25][CH:24]=1)=[N+:30]=[N-:31]. The yield is 0.840. The catalyst is CO.O. The reactants are C(=O)([O-])[O-].[K+].[K+].C([O:10][C@@H:11]1[C@@H:20]([O:21][CH2:22][C:23]2[CH:28]=[CH:27][CH:26]=[CH:25][CH:24]=2)[C@@H:19]([N:29]=[N+:30]=[N-:31])[C@@H:18]([CH2:32][O:33][CH2:34][C:35]2[CH:40]=[CH:39][CH:38]=[CH:37][CH:36]=2)[O:17][C@H:12]1[O:13]C(=O)C)(=O)C. (4) The reactants are COC(C1C=CC(N=C=S)=CC=1)=O.C(O)=O.[NH2:17][CH:18]([C:29]1[CH:34]=[CH:33][CH:32]=[CH:31][CH:30]=1)[C:19]([NH:21][C:22]1[CH:27]=[CH:26][CH:25]=[CH:24][C:23]=1[CH3:28])=[O:20].C(N(CC)CC)C. The catalyst is C(Cl)Cl. The product is [NH2:17][CH:18]([C:29]1[CH:34]=[CH:33][CH:32]=[CH:31][CH:30]=1)[C:19]([NH:21][C:22]1[CH:27]=[CH:26][CH:25]=[CH:24][C:23]=1[CH3:28])=[O:20]. The yield is 0.640. (5) The product is [Br:1][C:9]1[CH:8]=[C:7]([CH3:6])[N+:12]([O-:13])=[N:11][CH:10]=1. The reactants are [BrH:1].C(O)(=O)C.[CH3:6][C:7]1[N+:12]([O-:13])=[N:11][CH:10]=[C:9]([N+]([O-])=O)[CH:8]=1.[OH-].[Na+]. The yield is 0.750. No catalyst specified.